Dataset: Forward reaction prediction with 1.9M reactions from USPTO patents (1976-2016). Task: Predict the product of the given reaction. Given the reactants [CH3:1][O:2][C:3]1[CH:4]=[C:5]2[C:10](=[CH:11][C:12]=1[O:13][CH3:14])[N:9]=[CH:8][N:7]=[C:6]2[O:15][C:16]1[CH:22]=[CH:21][C:19]([NH2:20])=[CH:18][CH:17]=1.C(O)C.[CH3:26][C:27]1[CH:32]=[CH:31][C:30]([C:33]([N:35]=[C:36]=[S:37])=[O:34])=[CH:29][CH:28]=1, predict the reaction product. The product is: [CH3:1][O:2][C:3]1[CH:4]=[C:5]2[C:10](=[CH:11][C:12]=1[O:13][CH3:14])[N:9]=[CH:8][N:7]=[C:6]2[O:15][C:16]1[CH:22]=[CH:21][C:19]([NH:20][C:36]([NH:35][C:33](=[O:34])[C:30]2[CH:31]=[CH:32][C:27]([CH3:26])=[CH:28][CH:29]=2)=[S:37])=[CH:18][CH:17]=1.